Task: Predict which catalyst facilitates the given reaction.. Dataset: Catalyst prediction with 721,799 reactions and 888 catalyst types from USPTO (1) Reactant: [CH2:1]([O:8][C:9]([N:11]1[CH2:16][CH2:15][CH2:14][CH2:13][CH:12]1[C:17](=O)[NH:18][CH2:19][C:20](=O)[C:21]1[CH:26]=[CH:25][CH:24]=[CH:23][CH:22]=1)=[O:10])[C:2]1[CH:7]=[CH:6][CH:5]=[CH:4][CH:3]=1.C([O-])(=O)C.[NH4+:33].CC(O)=O.C1(C)C(C)=CC=CC=1. Product: [CH2:1]([O:8][C:9]([N:11]1[CH2:16][CH2:15][CH2:14][CH2:13][CH:12]1[C:17]1[NH:18][CH:19]=[C:20]([C:21]2[CH:26]=[CH:25][CH:24]=[CH:23][CH:22]=2)[N:33]=1)=[O:10])[C:2]1[CH:7]=[CH:6][CH:5]=[CH:4][CH:3]=1. The catalyst class is: 170. (2) Reactant: C[O:2][C:3]([C:5]1[NH:6][C:7]2[C:12]([CH:13]=1)=[CH:11][C:10]([CH2:14][O:15]C(=O)C)=[CH:9][C:8]=2[N+:19]([O-:21])=[O:20])=[O:4].O.[OH-].[Li+]. Product: [OH:15][CH2:14][C:10]1[CH:11]=[C:12]2[C:7](=[C:8]([N+:19]([O-:21])=[O:20])[CH:9]=1)[NH:6][C:5]([C:3]([OH:4])=[O:2])=[CH:13]2. The catalyst class is: 193. (3) Reactant: [Cl:1][C:2]1[C:3]([N:27]([CH3:31])[CH2:28][CH2:29][CH3:30])=[CH:4][C:5]2[N:11]=[C:10]([C:12]3[CH:17]=[CH:16][CH:15]=[C:14]([N:18]4[C:22]([CH2:23]O)=[CH:21][N:20]=[N:19]4)[CH:13]=3)[CH2:9][C:8](=[O:25])[NH:7][C:6]=2[CH:26]=1.S(Cl)(Cl)=O.[Cl-].[NH:37]1[CH2:41][CH2:40][CH2:39][CH2:38]1. Product: [Cl:1][C:2]1[C:3]([N:27]([CH3:31])[CH2:28][CH2:29][CH3:30])=[CH:4][C:5]2[N:11]=[C:10]([C:12]3[CH:17]=[CH:16][CH:15]=[C:14]([N:18]4[C:22]([CH2:23][N:37]5[CH2:41][CH2:40][CH2:39][CH2:38]5)=[CH:21][N:20]=[N:19]4)[CH:13]=3)[CH2:9][C:8](=[O:25])[NH:7][C:6]=2[CH:26]=1. The catalyst class is: 139.